Task: Predict the reactants needed to synthesize the given product.. Dataset: Full USPTO retrosynthesis dataset with 1.9M reactions from patents (1976-2016) (1) Given the product [F:1][C:2]1[CH:3]=[C:4]([CH:14]([NH:16][C:17]([C:19]2[O:20][C:21]([C:24]3[CH:25]=[C:26]([C:32]([F:35])([F:33])[F:34])[CH:27]=[C:28]([CH2:30][CH3:31])[CH:29]=3)=[CH:22][CH:23]=2)=[O:18])[CH3:15])[CH:5]=[C:6]([F:13])[C:7]=1[NH:8][S:9]([CH3:12])(=[O:10])=[O:11], predict the reactants needed to synthesize it. The reactants are: [F:1][C:2]1[CH:3]=[C:4]([CH:14]([NH:16][C:17]([C:19]2[O:20][C:21]([C:24]3[CH:29]=[C:28]([CH:30]=[CH2:31])[CH:27]=[C:26]([C:32]([F:35])([F:34])[F:33])[CH:25]=3)=[CH:22][CH:23]=2)=[O:18])[CH3:15])[CH:5]=[C:6]([F:13])[C:7]=1[NH:8][S:9]([CH3:12])(=[O:11])=[O:10].[H][H]. (2) Given the product [Si:1]([O:8][C:9]1[CH:10]=[C:11]([CH:14]=[C:15]([CH2:17][CH2:18][CH2:19][O:20][CH3:21])[CH:16]=1)[CH:12]=[O:13])([C:4]([CH3:7])([CH3:6])[CH3:5])([CH3:2])[CH3:3], predict the reactants needed to synthesize it. The reactants are: [Si:1]([O:8][C:9]1[CH:10]=[C:11]([CH:14]=[C:15](/[CH:17]=[CH:18]/[CH2:19][O:20][CH3:21])[CH:16]=1)[CH:12]=[O:13])([C:4]([CH3:7])([CH3:6])[CH3:5])([CH3:3])[CH3:2].